Task: Predict the reactants needed to synthesize the given product.. Dataset: Full USPTO retrosynthesis dataset with 1.9M reactions from patents (1976-2016) (1) Given the product [Cl:33][C:3]#[C:4][C:5]1[CH:10]=[CH:9][CH:8]=[CH:7][C:6]=1[CH2:11][CH2:12][NH:13][C:14](=[O:23])[O:15][CH2:16][C:17]1[CH:22]=[CH:21][CH:20]=[CH:19][CH:18]=1, predict the reactants needed to synthesize it. The reactants are: C[Si](C)(C)[C:3]#[C:4][C:5]1[CH:10]=[CH:9][CH:8]=[CH:7][C:6]=1[CH2:11][CH2:12][NH:13][C:14](=[O:23])[O:15][CH2:16][C:17]1[CH:22]=[CH:21][CH:20]=[CH:19][CH:18]=1.C1C(=O)N([Cl:33])C(=O)C1. (2) Given the product [CH3:19][O:18][C:15]1[CH:16]=[CH:17][C:8]([CH2:7][CH2:6][CH:2]2[S:24][C:23](=[O:28])[NH:22][C:3]2=[O:5])=[C:9]2[C:14]=1[N:13]([CH3:20])[C:12](=[O:21])[CH:11]=[CH:10]2, predict the reactants needed to synthesize it. The reactants are: Cl[CH:2]([CH2:6][CH2:7][C:8]1[CH:17]=[CH:16][C:15]([O:18][CH3:19])=[C:14]2[C:9]=1[CH:10]=[CH:11][C:12](=[O:21])[N:13]2[CH3:20])[C:3]([OH:5])=O.[NH2:22][C:23](N)=[S:24].C([O-])(=[O:28])C.[Na+]. (3) The reactants are: [CH3:1][N:2]1[CH2:18][C:16]2=[C:17]3[C:12](=[C:13]([O:19][CH3:20])[CH:14]=[CH:15]2)[O:11][C@@H:10]2[C@:5]3([CH:6]=[CH:7][C@H:8]([OH:21])[CH2:9]2)[CH2:4][CH2:3]1.Cl.CN1CC2C=CC(OC)=C3C=2[C@]2([C@@H](O3)CC(=O)C=C2)CC1.[BH4-].[Na+].N. Given the product [CH3:1][N:2]1[CH2:18][C:16]2[CH:15]=[CH:14][C:13]([O:19][CH3:20])=[C:12]3[C:17]=2[C@:5]2([C@@H:10]([O:11]3)[CH2:9][C@@H:8]([OH:21])[CH:7]=[CH:6]2)[CH2:4][CH2:3]1, predict the reactants needed to synthesize it. (4) Given the product [CH3:16][C:14]1([CH3:17])[CH2:13][C:12]2[CH:19]=[CH:20][C:9]([OH:8])=[CH:10][C:11]=2[O:15]1, predict the reactants needed to synthesize it. The reactants are: C([O:8][C:9]1[CH:20]=[CH:19][C:12]2[C:13](=O)[C:14]([CH3:17])([CH3:16])[O:15][C:11]=2[CH:10]=1)C1C=CC=CC=1.[H][H]. (5) The reactants are: [C:1]([O:5][C:6](=[O:12])[C@@H:7]1[CH2:11][CH2:10][CH2:9][NH:8]1)([CH3:4])([CH3:3])[CH3:2].[CH3:13][N:14]([CH2:57][CH:58]=O)[C:15](=[O:56])[C:16]1[CH:55]=[CH:54][CH:53]=[C:18]([C:19]([NH:21][C:22]2[CH:27]=[CH:26][C:25]([N:28]3[CH2:33][CH2:32][CH2:31][CH2:30][CH2:29]3)=[CH:24][C:23]=2[C:34]2[CH:39]=[C:38]([C:40](=[O:52])[NH:41][C@@H:42]3[C:51]4[C:46](=[CH:47][CH:48]=[CH:49][CH:50]=4)[CH2:45][CH2:44][CH2:43]3)[CH:37]=[CH:36][N:35]=2)=[O:20])[CH:17]=1.CC(O)=O.C([BH3-])#N.[Na+]. Given the product [CH3:13][N:14]([CH2:57][CH2:58][N:8]1[CH2:9][CH2:10][CH2:11][C@H:7]1[C:6]([O:5][C:1]([CH3:4])([CH3:2])[CH3:3])=[O:12])[C:15](=[O:56])[C:16]1[CH:55]=[CH:54][CH:53]=[C:18]([C:19](=[O:20])[NH:21][C:22]2[CH:27]=[CH:26][C:25]([N:28]3[CH2:33][CH2:32][CH2:31][CH2:30][CH2:29]3)=[CH:24][C:23]=2[C:34]2[CH:39]=[C:38]([C:40](=[O:52])[NH:41][C@@H:42]3[C:51]4[C:46](=[CH:47][CH:48]=[CH:49][CH:50]=4)[CH2:45][CH2:44][CH2:43]3)[CH:37]=[CH:36][N:35]=2)[CH:17]=1, predict the reactants needed to synthesize it. (6) The reactants are: C(N1C=CN=C1)(N1C=CN=C1)=O.[CH2:13]([O:15][C:16]1[C:24]2[CH2:23][N:22]([C:25]3[CH:30]=[CH:29][C:28]([CH2:31][C:32](O)=[O:33])=[CH:27][CH:26]=3)[C:21](=[O:35])[C:20]=2[C:19]([O:36][CH2:37][CH3:38])=[C:18]2[CH:39]=[CH:40][CH:41]=[CH:42][C:17]=12)[CH3:14].[F:43][C:44]1[CH:49]=[CH:48][C:47]([S:50]([NH2:53])(=[O:52])=[O:51])=[CH:46][CH:45]=1.C(N(CC)C(C)C)(C)C. Given the product [CH2:13]([O:15][C:16]1[C:24]2[CH2:23][N:22]([C:25]3[CH:30]=[CH:29][C:28]([CH2:31][C:32]([NH:53][S:50]([C:47]4[CH:46]=[CH:45][C:44]([F:43])=[CH:49][CH:48]=4)(=[O:52])=[O:51])=[O:33])=[CH:27][CH:26]=3)[C:21](=[O:35])[C:20]=2[C:19]([O:36][CH2:37][CH3:38])=[C:18]2[CH:39]=[CH:40][CH:41]=[CH:42][C:17]=12)[CH3:14], predict the reactants needed to synthesize it.